From a dataset of Forward reaction prediction with 1.9M reactions from USPTO patents (1976-2016). Predict the product of the given reaction. (1) Given the reactants C(=O)([O-])[O-].[K+].[K+].[CH3:7][C@@:8]([S:36]([CH3:39])(=[O:38])=[O:37])([CH2:19][CH2:20][C:21]1[CH:26]=[CH:25][C:24](B2OC(C)(C)C(C)(C)O2)=[CH:23][CH:22]=1)[C:9]([NH:11][O:12][CH:13]1[CH2:18][CH2:17][CH2:16][CH2:15][O:14]1)=[O:10].Br[C:41]1[CH:53]=[CH:52][C:44]([O:45][CH:46]2[CH2:51][CH2:50][CH2:49][CH2:48][O:47]2)=[CH:43][CH:42]=1.O, predict the reaction product. The product is: [CH3:7][C@@:8]([S:36]([CH3:39])(=[O:37])=[O:38])([CH2:19][CH2:20][C:21]1[CH:22]=[CH:23][C:24]([C:41]2[CH:53]=[CH:52][C:44]([O:45][CH:46]3[CH2:51][CH2:50][CH2:49][CH2:48][O:47]3)=[CH:43][CH:42]=2)=[CH:25][CH:26]=1)[C:9]([NH:11][O:12][CH:13]1[CH2:18][CH2:17][CH2:16][CH2:15][O:14]1)=[O:10]. (2) Given the reactants CC[O:3][C:4]([CH:6]1[C:11](=O)[CH2:10][CH2:9][CH2:8][CH2:7]1)=O.[CH3:13][NH:14][NH2:15], predict the reaction product. The product is: [CH3:13][N:14]1[C:4](=[O:3])[CH:6]2[C:11]([CH2:10][CH2:9][CH2:8][CH2:7]2)=[N:15]1. (3) Given the reactants [C:1]([C:4]1[C:12]2[O:11][C:10]([C:13]3[CH:33]=[CH:32][C:16]([CH2:17][NH:18][CH:19]4[CH2:24][CH2:23][N:22](C(OC(C)(C)C)=O)[CH2:21][CH2:20]4)=[CH:15][CH:14]=3)=[CH:9][C:8]=2[CH:7]=[C:6]([F:34])[CH:5]=1)(=[O:3])[NH2:2].FC(F)(F)C(O)=O, predict the reaction product. The product is: [F:34][C:6]1[CH:5]=[C:4]([C:1]([NH2:2])=[O:3])[C:12]2[O:11][C:10]([C:13]3[CH:33]=[CH:32][C:16]([CH2:17][NH:18][CH:19]4[CH2:20][CH2:21][NH:22][CH2:23][CH2:24]4)=[CH:15][CH:14]=3)=[CH:9][C:8]=2[CH:7]=1. (4) Given the reactants Cl.Cl.Cl.[CH3:4][O:5][C:6]1[CH:7]=[C:8]([NH:18][C:19]2[S:20][C:21]3[CH2:22][NH:23][CH2:24][CH2:25][C:26]=3[N:27]=2)[CH:9]=[CH:10][C:11]=1[N:12]1[CH:16]=[C:15]([CH3:17])[N:14]=[CH:13]1.[CH3:28][S:29](Cl)(=[O:31])=[O:30], predict the reaction product. The product is: [CH3:28][S:29]([N:23]1[CH2:24][CH2:25][C:26]2[N:27]=[C:19]([NH:18][C:8]3[CH:9]=[CH:10][C:11]([N:12]4[CH:16]=[C:15]([CH3:17])[N:14]=[CH:13]4)=[C:6]([O:5][CH3:4])[CH:7]=3)[S:20][C:21]=2[CH2:22]1)(=[O:31])=[O:30].